From a dataset of Catalyst prediction with 721,799 reactions and 888 catalyst types from USPTO. Predict which catalyst facilitates the given reaction. (1) Reactant: [NH2:1]/[C:2](/[CH:9]1[CH2:14][N:13]([C:15]([O:17][C:18]([CH3:21])([CH3:20])[CH3:19])=[O:16])[CH2:12][CH2:11][N:10]1[C:22]([O:24][C:25]([CH3:28])([CH3:27])[CH3:26])=[O:23])=[CH:3]\[C:4]([O:6][CH2:7][CH3:8])=[O:5].[CH:29](=O)[C:30]#[CH:31]. Product: [C:25]([O:24][C:22]([N:10]1[CH2:11][CH2:12][N:13]([C:15]([O:17][C:18]([CH3:19])([CH3:20])[CH3:21])=[O:16])[CH2:14][CH:9]1[C:2]1[C:3]([C:4]([O:6][CH2:7][CH3:8])=[O:5])=[CH:31][CH:30]=[CH:29][N:1]=1)=[O:23])([CH3:27])([CH3:26])[CH3:28]. The catalyst class is: 11. (2) Reactant: [CH3:1][C@@H:2]1[CH2:7][CH2:6][C:5](=[O:8])[CH2:4][N:3]1[C:9]([O:11][CH2:12][C:13]1[CH:18]=[CH:17][CH:16]=[CH:15][CH:14]=1)=[O:10].[BH4-].[Na+]. Product: [OH:8][CH:5]1[CH2:4][N:3]([C:9]([O:11][CH2:12][C:13]2[CH:18]=[CH:17][CH:16]=[CH:15][CH:14]=2)=[O:10])[C@H:2]([CH3:1])[CH2:7][CH2:6]1. The catalyst class is: 5. (3) Reactant: [CH3:1][C:2]1[C:8]([O:9][CH3:10])=[CH:7][CH:6]=[CH:5][C:3]=1N.N([O-])=[O:12].[Na+].O. Product: [CH3:1][C:2]1[C:8]([O:9][CH3:10])=[CH:7][CH:6]=[CH:5][C:3]=1[OH:12]. The catalyst class is: 82. (4) Reactant: O1CCCC1.[CH2:6]([O:13][C:14]1[CH:15]=[C:16]([N:23]2[CH:27]=[C:26]([F:28])[C:25]([F:29])=[CH:24]2)[CH:17]=[CH:18][C:19]=1[N+:20]([O-])=O)[C:7]1[CH:12]=[CH:11][CH:10]=[CH:9][CH:8]=1. Product: [CH2:6]([O:13][C:14]1[CH:15]=[C:16]([N:23]2[CH:27]=[C:26]([F:28])[C:25]([F:29])=[CH:24]2)[CH:17]=[CH:18][C:19]=1[NH2:20])[C:7]1[CH:8]=[CH:9][CH:10]=[CH:11][CH:12]=1. The catalyst class is: 763. (5) Reactant: C(OC(=O)[NH:7][CH2:8][CH2:9][CH2:10][N:11]1[C:20]2[CH:19]=[CH:18][C:17]([NH2:21])=[CH:16][C:15]=2[C:14]2=[N:22][N:23](C3CCCCO3)[C:24]([CH3:25])=[C:13]2[C:12]1=[O:32])(C)(C)C.C(N(CC)CC)C.[C:41](Cl)(=[O:43])[CH3:42]. Product: [NH2:7][CH2:8][CH2:9][CH2:10][N:11]1[C:20]2[CH:19]=[CH:18][C:17]([NH:21][C:41](=[O:43])[CH3:42])=[CH:16][C:15]=2[C:14]2=[N:22][NH:23][C:24]([CH3:25])=[C:13]2[C:12]1=[O:32]. The catalyst class is: 2.